Task: Binary Classification. Given a T-cell receptor sequence (or CDR3 region) and an epitope sequence, predict whether binding occurs between them.. Dataset: TCR-epitope binding with 47,182 pairs between 192 epitopes and 23,139 TCRs (1) The epitope is LPPAYTNSF. The TCR CDR3 sequence is CASSLTTGYGYTF. Result: 0 (the TCR does not bind to the epitope). (2) The epitope is RILGAGCFV. The TCR CDR3 sequence is CASSFDRSEQYF. Result: 0 (the TCR does not bind to the epitope).